Dataset: Reaction yield outcomes from USPTO patents with 853,638 reactions. Task: Predict the reaction yield, written as a fraction of the theoretical maximum amount of product (1.0 means a 100% yield; for example, 0.34 means a 34% yield). (1) The reactants are [F:1][C:2]([F:15])([F:14])[C:3]1[C:12]2[C:7](=[C:8]([NH2:13])[CH:9]=[CH:10][CH:11]=2)[N:6]=[CH:5][CH:4]=1.[Cl:16][C:17]1[CH:22]=[CH:21][C:20]([S:23](Cl)(=[O:25])=[O:24])=[C:19]([N+:27]([O-:29])=[O:28])[CH:18]=1.N1C=CC=CC=1. The catalyst is CN(C1C=CN=CC=1)C.C(Cl)Cl. The product is [Cl:16][C:17]1[CH:22]=[CH:21][C:20]([S:23]([NH:13][C:8]2[CH:9]=[CH:10][CH:11]=[C:12]3[C:7]=2[N:6]=[CH:5][CH:4]=[C:3]3[C:2]([F:1])([F:14])[F:15])(=[O:25])=[O:24])=[C:19]([N+:27]([O-:29])=[O:28])[CH:18]=1. The yield is 0.600. (2) The reactants are [C:1]([N:4]1[CH2:12][CH2:11][CH:7]([C:8](Cl)=[O:9])[CH2:6][CH2:5]1)(=[O:3])[CH3:2].[C:13]1([OH:19])[CH:18]=[CH:17][CH:16]=[CH:15][CH:14]=1.CCN(CC)CC. The catalyst is C1COCC1.CCOC(C)=O. The product is [C:1]([N:4]1[CH2:12][CH2:11][CH:7]([C:8]([O:19][C:13]2[CH:18]=[CH:17][CH:16]=[CH:15][CH:14]=2)=[O:9])[CH2:6][CH2:5]1)(=[O:3])[CH3:2]. The yield is 0.800. (3) The yield is 0.910. The catalyst is CO. The reactants are [NH:1]([C:5]1[CH:9]=[CH:8][O:7][C:6]=1[C:10]([O:12]CC)=O)[C:2]([NH2:4])=[O:3].[OH-].[Na+].Cl. The product is [N:1]1[C:5]2[CH:9]=[CH:8][O:7][C:6]=2[C:10]([OH:12])=[N:4][C:2]=1[OH:3]. (4) The reactants are [CH3:1][C:2]1[CH:3]=[C:4]([C:19]2[S:23][C:22]([CH2:24][C:25]3([C:31]([O:33]CC)=[O:32])[CH2:29][CH2:28][NH:27][C:26]3=[O:30])=[N:21][CH:20]=2)[CH:5]=[C:6]([NH:8][C:9]2[N:14]=[C:13]([C:15]([F:18])([F:17])[F:16])[CH:12]=[CH:11][N:10]=2)[CH:7]=1.O1CCCC1.CO.[OH-].[Li+]. The catalyst is C(OCC)(=O)C.O. The product is [CH3:1][C:2]1[CH:3]=[C:4]([C:19]2[S:23][C:22]([CH2:24][C:25]3([C:31]([OH:33])=[O:32])[CH2:29][CH2:28][NH:27][C:26]3=[O:30])=[N:21][CH:20]=2)[CH:5]=[C:6]([NH:8][C:9]2[N:14]=[C:13]([C:15]([F:16])([F:17])[F:18])[CH:12]=[CH:11][N:10]=2)[CH:7]=1. The yield is 0.660. (5) The reactants are [NH2:1][CH2:2][C:3]1[N:7]2[C:8]([N:12]3[CH2:17][CH2:16][N:15]([CH3:18])[CH2:14][CH2:13]3)=[CH:9][CH:10]=[CH:11][C:6]2=[N:5][C:4]=1[CH2:19][N:20]([CH3:31])[C@@H:21]1[C:30]2[N:29]=[CH:28][CH:27]=[CH:26][C:25]=2[CH2:24][CH2:23][CH2:22]1.[CH2:32]([N:34]=[C:35]=[O:36])[CH3:33].[OH-].[NH4+]. The catalyst is ClCCl.C(#N)C. The product is [CH2:32]([NH:34][C:35]([NH:1][CH2:2][C:3]1[N:7]2[C:8]([N:12]3[CH2:13][CH2:14][N:15]([CH3:18])[CH2:16][CH2:17]3)=[CH:9][CH:10]=[CH:11][C:6]2=[N:5][C:4]=1[CH2:19][N:20]([CH3:31])[C@@H:21]1[C:30]2[N:29]=[CH:28][CH:27]=[CH:26][C:25]=2[CH2:24][CH2:23][CH2:22]1)=[O:36])[CH3:33]. The yield is 0.860. (6) The reactants are Br[C:2]1[C:10]2[C:5](=[CH:6][CH:7]=[C:8]([C:11]#[N:12])[CH:9]=2)[N:4]([CH:13]2[CH2:18][CH2:17][CH2:16][CH2:15][O:14]2)[N:3]=1.P([O-])([O-])([O-])=O.[K+].[K+].[K+].ClCCl.[O:30]1[C:34](B(O)O)=[CH:33][C:32]2[CH:38]=[CH:39][CH:40]=[CH:41][C:31]1=2. The catalyst is C1C=CC(P(C2C=CC=CC=2)[C-]2C=CC=C2)=CC=1.C1C=CC(P(C2C=CC=CC=2)[C-]2C=CC=C2)=CC=1.Cl[Pd]Cl.[Fe+2]. The product is [O:30]1[C:34]([C:2]2[C:10]3[C:5](=[CH:6][CH:7]=[C:8]([C:11]#[N:12])[CH:9]=3)[N:4]([CH:13]3[CH2:18][CH2:17][CH2:16][CH2:15][O:14]3)[N:3]=2)=[CH:33][C:32]2[CH:38]=[CH:39][CH:40]=[CH:41][C:31]1=2. The yield is 0.620. (7) The reactants are Cl[C:2]1[C:7]([C:8]([F:11])([F:10])[F:9])=[CH:6][N:5]=[C:4]([NH:12][C:13]2[CH:18]=[CH:17][C:16]([CH:19]3[CH2:24][CH2:23][N:22](C(OC(C)(C)C)=O)[CH2:21][CH2:20]3)=[CH:15][C:14]=2[CH2:32][CH3:33])[N:3]=1.[C:34]([C:36]1[CH:41]=[CH:40][CH:39]=[CH:38][C:37]=1[CH2:42][C:43]([O:45]C)=O)#[CH:35].C1(P(C2C=CC=CC=2)C2C=CC=CC=2)C=CC=CC=1.C([N:68](CC)CC)C. The catalyst is [Cu]I.Cl[Pd](Cl)([P](C1C=CC=CC=1)(C1C=CC=CC=1)C1C=CC=CC=1)[P](C1C=CC=CC=1)(C1C=CC=CC=1)C1C=CC=CC=1.CN(C=O)C. The product is [CH2:32]([C:14]1[CH:15]=[C:16]([CH:19]2[CH2:24][CH2:23][NH:22][CH2:21][CH2:20]2)[CH:17]=[CH:18][C:13]=1[NH:12][C:4]1[N:3]=[C:2]([CH2:35][CH2:34][C:36]2[CH:41]=[CH:40][CH:39]=[CH:38][C:37]=2[CH2:42][C:43]([NH2:68])=[O:45])[C:7]([C:8]([F:9])([F:11])[F:10])=[CH:6][N:5]=1)[CH3:33]. The yield is 0.860. (8) The reactants are Br[C:2]1[CH:7]=[CH:6][C:5]([CH:8]([CH2:12][CH3:13])C(O)=O)=[CH:4][CH:3]=1.[CH3:27][C:24]1([CH3:28])[CH2:25][O:26][B:21]([B:21]2[O:26][CH2:25][C:24]([CH3:28])([CH3:27])[CH2:23][O:22]2)[O:22][CH2:23]1.[C:30]([O-:33])(=[O:32])C.[K+].Cl. The catalyst is C1C=CC([PH+]([C]2[CH][CH][CH][CH]2)C2C=CC=CC=2)=CC=1.C1C=CC([PH+]([C]2[CH][CH][CH][CH]2)C2C=CC=CC=2)=CC=1.C(Cl)Cl.Cl[Pd]Cl.[Fe].CS(C)=O. The product is [CH3:28][C:24]1([CH3:27])[CH2:23][O:22][B:21]([C:2]2[CH:3]=[CH:4][C:5]([CH2:8][CH2:12][CH2:13][C:30]([OH:33])=[O:32])=[CH:6][CH:7]=2)[O:26][CH2:25]1. The yield is 0.760.